From a dataset of Forward reaction prediction with 1.9M reactions from USPTO patents (1976-2016). Predict the product of the given reaction. Given the reactants [C:1]([O:5][C:6](=[O:20])[N:7]([CH2:13][C:14]1[CH:19]=[CH:18][CH:17]=[CH:16][CH:15]=1)[CH2:8][CH2:9][CH2:10][CH2:11]O)([CH3:4])([CH3:3])[CH3:2].C(N1C=CN=C1)(N1C=CN=C1)=O.[I:33]C, predict the reaction product. The product is: [CH2:13]([N:7]([C:6]([O:5][C:1]([CH3:4])([CH3:3])[CH3:2])=[O:20])[CH2:8][CH2:9][CH2:10][CH2:11][I:33])[C:14]1[CH:19]=[CH:18][CH:17]=[CH:16][CH:15]=1.